Dataset: Forward reaction prediction with 1.9M reactions from USPTO patents (1976-2016). Task: Predict the product of the given reaction. (1) Given the reactants [Cl:1][C:2]1[N:3]=[N:4][C:5](SC)=[CH:6][CH:7]=1.O[O:11][S:12]([O-:14])=O.[K+].[CH3:16]O, predict the reaction product. The product is: [Cl:1][C:2]1[N:3]=[N:4][C:5]([S:12]([CH3:16])(=[O:14])=[O:11])=[CH:6][CH:7]=1. (2) Given the reactants [Br:1][C:2]1[C:9]([O:10][CH3:11])=[CH:8][C:5]([CH:6]=[O:7])=[CH:4][C:3]=1[O:12][CH3:13].[CH3:14][Mg+].[Br-], predict the reaction product. The product is: [Br:1][C:2]1[C:9]([O:10][CH3:11])=[CH:8][C:5]([CH:6]([OH:7])[CH3:14])=[CH:4][C:3]=1[O:12][CH3:13]. (3) The product is: [F:29][C@@:5]1([C:3]([OH:2])=[O:4])[C@H:6]([C:23]2[CH:28]=[CH:27][CH:26]=[CH:25][CH:24]=2)[C@H:7]1[C:8]1[CH:13]=[CH:12][C:11]([C:35]2[N:36]=[CH:37][C:32]([CH3:31])=[CH:33][N:34]=2)=[CH:10][CH:9]=1. Given the reactants C[O:2][C:3]([C@@:5]1([F:29])[C@H:7]([C:8]2[CH:13]=[CH:12][C:11](B3OC(C)(C)C(C)(C)O3)=[CH:10][CH:9]=2)[C@H:6]1[C:23]1[CH:28]=[CH:27][CH:26]=[CH:25][CH:24]=1)=[O:4].[Br-].[CH3:31][C:32]1[CH:33]=[N:34][CH:35]=[N:36][CH:37]=1.C([O-])([O-])=O.[Na+].[Na+], predict the reaction product. (4) Given the reactants [CH2:1]([CH:8]1[CH2:13][CH2:12][CH:11]([C:14]([O:16]CC)=O)[CH2:10][CH2:9]1)[C:2]1[CH:7]=[CH:6][CH:5]=[CH:4][CH:3]=1.[Cl:19][C:20]1[CH:26]=[CH:25][C:23]([NH2:24])=[CH:22][CH:21]=1, predict the reaction product. The product is: [CH2:1]([C@@H:8]1[CH2:9][CH2:10][C@H:11]([C:14]([NH:24][C:23]2[CH:25]=[CH:26][C:20]([Cl:19])=[CH:21][CH:22]=2)=[O:16])[CH2:12][CH2:13]1)[C:2]1[CH:3]=[CH:4][CH:5]=[CH:6][CH:7]=1. (5) Given the reactants [Br-].[C:2]([CH2:5][CH:6]([CH3:27])[CH2:7][P+](C1C=CC=CC=1)(C1C=CC=CC=1)C1C=CC=CC=1)([OH:4])=[O:3].CC([O-])(C)C.[K+].[Cl:34][C:35]1[CH:36]=[C:37]([CH:40]=[CH:41][CH:42]=1)[CH:38]=O, predict the reaction product. The product is: [Cl:34][C:35]1[CH:36]=[C:37]([CH2:38][CH2:7][CH:6]([CH3:27])[CH2:5][C:2]([OH:4])=[O:3])[CH:40]=[CH:41][CH:42]=1. (6) Given the reactants Br[C:2]1[N:6]([CH3:7])[CH:5]=[N:4][C:3]=1[C:8]1[CH:13]=[C:12]([C:14]#[N:15])[CH:11]=[CH:10][N:9]=1.[Cl:16][C:17]1[CH:22]=[CH:21][C:20](B(O)O)=[CH:19][C:18]=1[O:26][CH3:27], predict the reaction product. The product is: [Cl:16][C:17]1[CH:22]=[CH:21][C:20]([C:2]2[N:6]([CH3:7])[CH:5]=[N:4][C:3]=2[C:8]2[CH:13]=[C:12]([C:14]#[N:15])[CH:11]=[CH:10][N:9]=2)=[CH:19][C:18]=1[O:26][CH3:27]. (7) Given the reactants [F:1][CH:2]([C:4]1[N:9]=[CH:8][NH:7][C:6](=[O:10])[CH:5]=1)[CH3:3].[I:11]Cl.II.ClCl, predict the reaction product. The product is: [F:1][CH:2]([C:4]1[N:9]=[CH:8][NH:7][C:6](=[O:10])[C:5]=1[I:11])[CH3:3]. (8) Given the reactants Cl.[NH2:2]O.C([O-])(=O)C.[NH4+].[NH:9]1[C:17]2[C:12](=[CH:13][CH:14]=[CH:15][C:16]=2[CH:18]=O)[CH:11]=[CH:10]1, predict the reaction product. The product is: [NH:9]1[C:17]2[C:12](=[CH:13][CH:14]=[CH:15][C:16]=2[CH2:18][NH2:2])[CH:11]=[CH:10]1. (9) The product is: [CH3:1][O:2][CH2:3][C@@H:4]([NH:6][C:7]([C:9]1[C:17]2[C:12](=[N:13][CH:14]=[C:15]([C:18]3[C:26]4[C:21](=[CH:22][C:23]([Cl:28])=[CH:24][C:25]=4[F:27])[N:20]([CH3:29])[N:19]=3)[N:16]=2)[NH:11][CH:10]=1)=[O:8])[CH3:5]. Given the reactants [CH3:1][O:2][CH2:3][C@@H:4]([NH:6][C:7]([C:9]1[C:17]2[C:12](=[N:13][CH:14]=[C:15]([C:18]3[C:26]4[C:21](=[CH:22][C:23]([Cl:28])=[CH:24][C:25]=4[F:27])[N:20]([CH3:29])[N:19]=3)[N:16]=2)[N:11](COCC[Si](C)(C)C)[CH:10]=1)=[O:8])[CH3:5].C(O)(C(F)(F)F)=O.C(N)CN, predict the reaction product. (10) Given the reactants C(OC(=O)[NH:10][CH:11]([CH2:42][C:43]1[CH:48]=[CH:47][CH:46]=[CH:45][CH:44]=1)[CH:12]([OH:41])[CH2:13][N:14]([CH2:28][C:29]1[CH:34]=[CH:33][C:32]([C:35]2[CH:40]=[CH:39][CH:38]=[CH:37][N:36]=2)=[CH:31][CH:30]=1)[NH:15][C:16](=[O:27])[CH:17]([NH:22][C:23]([O:25][CH3:26])=[O:24])[C:18]([CH3:21])([CH3:20])[CH3:19])C1C=CC=CC=1, predict the reaction product. The product is: [CH3:26][O:25][C:23](=[O:24])[NH:22][CH:17]([C:16]([NH:15][N:14]([CH2:13][CH:12]([OH:41])[CH:11]([NH2:10])[CH2:42][C:43]1[CH:44]=[CH:45][CH:46]=[CH:47][CH:48]=1)[CH2:28][C:29]1[CH:34]=[CH:33][C:32]([C:35]2[CH:40]=[CH:39][CH:38]=[CH:37][N:36]=2)=[CH:31][CH:30]=1)=[O:27])[C:18]([CH3:21])([CH3:20])[CH3:19].